Predict the reaction yield, written as a fraction of the theoretical maximum amount of product (1.0 means a 100% yield; for example, 0.34 means a 34% yield). From a dataset of Reaction yield outcomes from USPTO patents with 853,638 reactions. (1) The reactants are Cl[C:2]1[N:3]([C:13]2[CH:17]=[CH:16][S:15][CH:14]=2)[C:4]2[C:9]([C:10]=1[CH:11]=[O:12])=[CH:8][CH:7]=[CH:6][CH:5]=2.[NH:18]1[CH2:23][CH2:22][NH:21][CH2:20][CH2:19]1. No catalyst specified. The product is [N:18]1([C:2]2[N:3]([C:13]3[CH:17]=[CH:16][S:15][CH:14]=3)[C:4]3[C:9]([C:10]=2[CH:11]=[O:12])=[CH:8][CH:7]=[CH:6][CH:5]=3)[CH2:23][CH2:22][NH:21][CH2:20][CH2:19]1. The yield is 0.780. (2) The reactants are [Cl:1][C:2]1[CH:3]=[CH:4][C:5]([NH:8][C:9](=[O:25])[C:10]2[CH:15]=[C:14]([F:16])[CH:13]=[CH:12][C:11]=2[NH:17][CH2:18][CH:19]2[CH2:24][CH2:23][NH:22][CH2:21][CH2:20]2)=[N:6][CH:7]=1.Cl[C:27]1[CH:32]=[CH:31][N:30]=[C:29]([C:33]([OH:35])=[O:34])[CH:28]=1.C(N(CC)CC)C. The catalyst is C(O)C. The product is [C:33]([C:29]1[CH:28]=[C:27]([N:22]2[CH2:21][CH2:20][CH:19]([CH2:18][NH:17][C:11]3[CH:12]=[CH:13][C:14]([F:16])=[CH:15][C:10]=3[C:9]([NH:8][C:5]3[CH:4]=[CH:3][C:2]([Cl:1])=[CH:7][N:6]=3)=[O:25])[CH2:24][CH2:23]2)[CH:32]=[CH:31][N:30]=1)([OH:35])=[O:34]. The yield is 0.450. (3) The reactants are [CH3:1][N:2]1[CH2:7][CH2:6][O:5][C:4]2[CH:8]=[CH:9][CH:10]=[CH:11][C:3]1=2.[S:12]([Cl:16])(=O)(=[O:14])[OH:13]. No catalyst specified. The product is [CH3:1][N:2]1[CH2:7][CH2:6][O:5][C:4]2[CH:8]=[CH:9][C:10]([S:12]([Cl:16])(=[O:14])=[O:13])=[CH:11][C:3]1=2. The yield is 0.270.